This data is from Forward reaction prediction with 1.9M reactions from USPTO patents (1976-2016). The task is: Predict the product of the given reaction. (1) Given the reactants [Br:1][C:2]1[CH:3]=[C:4]([C:13]2[N:17]([C:18]3[CH:19]=[N:20][CH:21]=[C:22]([Cl:24])[CH:23]=3)[N:16]=[C:15]([C:25](O)=[O:26])[CH:14]=2)[CH:5]=[C:6]([O:8][C:9]([F:12])([F:11])[F:10])[CH:7]=1.ClC1C=C(C2N(C3C=CC=CN=3)N=C([C:47]([N:49]3[CH2:53][C:52](=[O:54])[NH:51][CH2:50]3)=O)C=2)C=C(F)C=1.O=C1CNCCN1, predict the reaction product. The product is: [Br:1][C:2]1[CH:3]=[C:4]([C:13]2[N:17]([C:18]3[CH:19]=[N:20][CH:21]=[C:22]([Cl:24])[CH:23]=3)[N:16]=[C:15]([C:25]([N:49]3[CH2:47][CH2:50][NH:51][C:52](=[O:54])[CH2:53]3)=[O:26])[CH:14]=2)[CH:5]=[C:6]([O:8][C:9]([F:11])([F:12])[F:10])[CH:7]=1. (2) Given the reactants [Cl:1][CH2:2][C:3](Cl)=[O:4].C([N:8]([CH2:11][CH3:12])CC)C.[CH2:13](Cl)[Cl:14], predict the reaction product. The product is: [Cl:1][CH2:2][C:3]([NH:8][CH2:11][CH2:12][CH2:13][Cl:14])=[O:4].